Task: Predict the reaction yield, written as a fraction of the theoretical maximum amount of product (1.0 means a 100% yield; for example, 0.34 means a 34% yield).. Dataset: Reaction yield outcomes from USPTO patents with 853,638 reactions (1) The reactants are C([O:8][C:9]1[CH:14]=[CH:13][C:12]([CH:15]=[C:16]2[CH2:25][CH2:24][C:19]3(OCC[O:20]3)[CH2:18][CH2:17]2)=[CH:11][CH:10]=1)C1C=CC=CC=1. The catalyst is CCOCC.CO.[Pd]. The product is [OH:8][C:9]1[CH:10]=[CH:11][C:12]([CH2:15][CH:16]2[CH2:25][CH2:24][C:19](=[O:20])[CH2:18][CH2:17]2)=[CH:13][CH:14]=1. The yield is 0.940. (2) The yield is 0.430. The reactants are [N+:1]([C:4]1[CH:9]=[CH:8][C:7]([C:10](=[CH2:15])[C:11](OC)=[O:12])=[CH:6][CH:5]=1)([O-:3])=[O:2].CC(C[AlH]CC(C)C)C. The product is [N+:1]([C:4]1[CH:5]=[CH:6][C:7]([C:10](=[CH2:15])[CH2:11][OH:12])=[CH:8][CH:9]=1)([O-:3])=[O:2]. The catalyst is CCOCC. (3) The yield is 0.760. The catalyst is ClCCl.C([O-])(=O)C.[Cu+2].C([O-])(=O)C. The product is [F:1][C:2]1[CH:7]=[CH:6][CH:5]=[CH:4][C:3]=1[C:21]1[CH:22]=[CH:23][CH:17]=[C:16]2[C:20]=1[CH:19]=[CH:45][C:44](=[O:43])[N:13]2[C:14]1[CH:15]=[CH:37][C:36]([F:24])=[CH:35][CH:34]=1. The reactants are [F:1][C:2]1[CH:7]=[CH:6][C:5](B(O)O)=[CH:4][CH:3]=1.C([N:13]([CH2:16][CH3:17])[CH2:14][CH3:15])C.N1[CH:23]=[CH:22][CH:21]=[CH:20][CH:19]=1.[F:24]OB(C1C=CC=CC=1)O.[CH2:34]1CC[CH2:37][CH2:36][CH2:35]1.C([O:43][CH2:44][CH3:45])(=O)C. (4) The reactants are [NH2:1][C:2]1[N:7]=[C:6]([C:8]([NH:10][CH2:11][C:12]2[NH:13][CH:14]=[CH:15][N:16]=2)=[O:9])[CH:5]=[C:4]([C:17]2[O:18][CH:19]=[CH:20][CH:21]=2)[N:3]=1.[H-].[Na+].[CH3:24]I.O. The yield is 0.570. The product is [NH2:1][C:2]1[N:7]=[C:6]([C:8]([NH:10][CH2:11][C:12]2[N:13]([CH3:24])[CH:14]=[CH:15][N:16]=2)=[O:9])[CH:5]=[C:4]([C:17]2[O:18][CH:19]=[CH:20][CH:21]=2)[N:3]=1. The catalyst is CN(C=O)C. (5) The reactants are O1[C:5]2([CH2:10][CH2:9][CH:8]([N:11]3[C:16](=[O:17])[C:15]([CH2:18][C:19]4[CH:24]=[CH:23][C:22]([C:25]5[C:26]([C:31]#[N:32])=[CH:27][CH:28]=[CH:29][CH:30]=5)=[C:21]([F:33])[CH:20]=4)=[C:14]([CH2:34][CH2:35][CH3:36])[N:13]4[N:37]=[CH:38][N:39]=[C:12]34)[CH2:7][CH2:6]2)[O:4]CC1.Cl.O1CCCC1. The catalyst is C(OCC)(=O)C. The product is [F:33][C:21]1[CH:20]=[C:19]([CH2:18][C:15]2[C:16](=[O:17])[N:11]([CH:8]3[CH2:7][CH2:6][CH:5]([OH:4])[CH2:10][CH2:9]3)[C:12]3[N:13]([N:37]=[CH:38][N:39]=3)[C:14]=2[CH2:34][CH2:35][CH3:36])[CH:24]=[CH:23][C:22]=1[C:25]1[C:26]([C:31]#[N:32])=[CH:27][CH:28]=[CH:29][CH:30]=1. The yield is 0.880. (6) The reactants are [NH:1]1[CH2:6][CH2:5][O:4][CH2:3][CH2:2]1.[Br:7][C:8]1[CH:13]=[CH:12][C:11]([CH2:14][CH2:15][C:16](Cl)=[O:17])=[CH:10][CH:9]=1. The catalyst is ClCCl.O. The product is [Br:7][C:8]1[CH:9]=[CH:10][C:11]([CH2:14][CH2:15][C:16]([N:1]2[CH2:6][CH2:5][O:4][CH2:3][CH2:2]2)=[O:17])=[CH:12][CH:13]=1. The yield is 0.930. (7) The reactants are [CH3:1][O:2][C:3]([C:5]1[CH:10]=[CH:9][C:8]([CH3:11])=[CH:7][N:6]=1)=[O:4].C1C(=O)N([Br:19])C(=O)C1.CC(N=NC(C#N)(C)C)(C#N)C. The catalyst is C(Cl)(Cl)(Cl)Cl. The product is [CH3:1][O:2][C:3]([C:5]1[CH:10]=[CH:9][C:8]([CH2:11][Br:19])=[CH:7][N:6]=1)=[O:4]. The yield is 0.500. (8) The reactants are [Cl:1][C:2]1[CH:3]=[CH:4][C:5]([O:24][CH3:25])=[C:6]([CH:8]2[CH2:13][CH2:12][N:11](C(OCC3C=CC=CC=3)=O)[CH2:10][CH2:9]2)[CH:7]=1. The catalyst is Cl. The product is [Cl:1][C:2]1[CH:3]=[CH:4][C:5]([O:24][CH3:25])=[C:6]([CH:8]2[CH2:13][CH2:12][NH:11][CH2:10][CH2:9]2)[CH:7]=1. The yield is 0.890. (9) The reactants are F[C:2]1[CH:10]=[C:9]([F:11])[CH:8]=[CH:7][C:3]=1[C:4]([OH:6])=[O:5].[OH-:12].[Na+].Cl. The catalyst is CN1CCN(C)C1=O.O. The product is [F:11][C:9]1[CH:10]=[C:2]([OH:12])[C:3](=[CH:7][CH:8]=1)[C:4]([OH:6])=[O:5]. The yield is 0.680.